Task: Regression. Given two drug SMILES strings and cell line genomic features, predict the synergy score measuring deviation from expected non-interaction effect.. Dataset: NCI-60 drug combinations with 297,098 pairs across 59 cell lines (1) Drug 1: CS(=O)(=O)CCNCC1=CC=C(O1)C2=CC3=C(C=C2)N=CN=C3NC4=CC(=C(C=C4)OCC5=CC(=CC=C5)F)Cl. Drug 2: CC1=C(N=C(N=C1N)C(CC(=O)N)NCC(C(=O)N)N)C(=O)NC(C(C2=CN=CN2)OC3C(C(C(C(O3)CO)O)O)OC4C(C(C(C(O4)CO)O)OC(=O)N)O)C(=O)NC(C)C(C(C)C(=O)NC(C(C)O)C(=O)NCCC5=NC(=CS5)C6=NC(=CS6)C(=O)NCCC[S+](C)C)O. Cell line: 786-0. Synergy scores: CSS=36.8, Synergy_ZIP=-0.737, Synergy_Bliss=3.91, Synergy_Loewe=-11.6, Synergy_HSA=3.40. (2) Drug 1: COC1=CC(=CC(=C1O)OC)C2C3C(COC3=O)C(C4=CC5=C(C=C24)OCO5)OC6C(C(C7C(O6)COC(O7)C8=CC=CS8)O)O. Cell line: OVCAR-8. Drug 2: C1CNP(=O)(OC1)N(CCCl)CCCl. Synergy scores: CSS=23.8, Synergy_ZIP=0.522, Synergy_Bliss=0.910, Synergy_Loewe=-34.3, Synergy_HSA=0.523. (3) Drug 1: CC12CCC3C(C1CCC2=O)CC(=C)C4=CC(=O)C=CC34C. Drug 2: CCCCC(=O)OCC(=O)C1(CC(C2=C(C1)C(=C3C(=C2O)C(=O)C4=C(C3=O)C=CC=C4OC)O)OC5CC(C(C(O5)C)O)NC(=O)C(F)(F)F)O. Cell line: EKVX. Synergy scores: CSS=20.8, Synergy_ZIP=-0.666, Synergy_Bliss=-2.86, Synergy_Loewe=0.343, Synergy_HSA=-0.563. (4) Drug 1: C1=NC2=C(N=C(N=C2N1C3C(C(C(O3)CO)O)O)F)N. Drug 2: COCCOC1=C(C=C2C(=C1)C(=NC=N2)NC3=CC=CC(=C3)C#C)OCCOC.Cl. Cell line: SF-539. Synergy scores: CSS=3.52, Synergy_ZIP=-3.65, Synergy_Bliss=-7.36, Synergy_Loewe=-3.71, Synergy_HSA=-4.20. (5) Drug 1: CCC(=C(C1=CC=CC=C1)C2=CC=C(C=C2)OCCN(C)C)C3=CC=CC=C3.C(C(=O)O)C(CC(=O)O)(C(=O)O)O. Drug 2: CC1=C(C=C(C=C1)NC(=O)C2=CC=C(C=C2)CN3CCN(CC3)C)NC4=NC=CC(=N4)C5=CN=CC=C5. Cell line: M14. Synergy scores: CSS=-9.14, Synergy_ZIP=7.48, Synergy_Bliss=6.47, Synergy_Loewe=-0.381, Synergy_HSA=-2.52. (6) Drug 1: CC1C(C(CC(O1)OC2CC(CC3=C2C(=C4C(=C3O)C(=O)C5=C(C4=O)C(=CC=C5)OC)O)(C(=O)C)O)N)O.Cl. Drug 2: CC1=C(N=C(N=C1N)C(CC(=O)N)NCC(C(=O)N)N)C(=O)NC(C(C2=CN=CN2)OC3C(C(C(C(O3)CO)O)O)OC4C(C(C(C(O4)CO)O)OC(=O)N)O)C(=O)NC(C)C(C(C)C(=O)NC(C(C)O)C(=O)NCCC5=NC(=CS5)C6=NC(=CS6)C(=O)NCCC[S+](C)C)O. Cell line: CAKI-1. Synergy scores: CSS=55.3, Synergy_ZIP=-5.28, Synergy_Bliss=-1.02, Synergy_Loewe=2.60, Synergy_HSA=4.58. (7) Drug 1: CCC1(CC2CC(C3=C(CCN(C2)C1)C4=CC=CC=C4N3)(C5=C(C=C6C(=C5)C78CCN9C7C(C=CC9)(C(C(C8N6C=O)(C(=O)OC)O)OC(=O)C)CC)OC)C(=O)OC)O.OS(=O)(=O)O. Drug 2: CC1=C(N=C(N=C1N)C(CC(=O)N)NCC(C(=O)N)N)C(=O)NC(C(C2=CN=CN2)OC3C(C(C(C(O3)CO)O)O)OC4C(C(C(C(O4)CO)O)OC(=O)N)O)C(=O)NC(C)C(C(C)C(=O)NC(C(C)O)C(=O)NCCC5=NC(=CS5)C6=NC(=CS6)C(=O)NCCC[S+](C)C)O. Cell line: TK-10. Synergy scores: CSS=8.65, Synergy_ZIP=0.829, Synergy_Bliss=1.22, Synergy_Loewe=-4.80, Synergy_HSA=-1.48. (8) Drug 1: C1=C(C(=O)NC(=O)N1)N(CCCl)CCCl. Drug 2: CC1C(C(CC(O1)OC2CC(OC(C2O)C)OC3=CC4=CC5=C(C(=O)C(C(C5)C(C(=O)C(C(C)O)O)OC)OC6CC(C(C(O6)C)O)OC7CC(C(C(O7)C)O)OC8CC(C(C(O8)C)O)(C)O)C(=C4C(=C3C)O)O)O)O. Cell line: SF-268. Synergy scores: CSS=41.6, Synergy_ZIP=3.56, Synergy_Bliss=3.51, Synergy_Loewe=-66.8, Synergy_HSA=2.09.